This data is from Catalyst prediction with 721,799 reactions and 888 catalyst types from USPTO. The task is: Predict which catalyst facilitates the given reaction. Reactant: [CH:1]1([CH2:4][C:5]2([C:18]([O:20][CH2:21][CH3:22])=[O:19])[CH2:10][CH2:9][N:8](C(OC(C)(C)C)=O)[CH2:7][CH2:6]2)[CH2:3][CH2:2]1.[ClH:23]. Product: [ClH:23].[CH2:21]([O:20][C:18]([C:5]1([CH2:4][CH:1]2[CH2:2][CH2:3]2)[CH2:6][CH2:7][NH:8][CH2:9][CH2:10]1)=[O:19])[CH3:22]. The catalyst class is: 12.